This data is from Full USPTO retrosynthesis dataset with 1.9M reactions from patents (1976-2016). The task is: Predict the reactants needed to synthesize the given product. (1) Given the product [C:1]1([C:23]2[CH:28]=[CH:27][CH:26]=[CH:25][CH:24]=2)[CH:6]=[CH:5][CH:4]=[CH:3][C:2]=1[CH:7]([NH2:16])[CH2:8][CH:9]([CH3:15])[C:10]([O:12][CH2:13][CH3:14])=[O:11], predict the reactants needed to synthesize it. The reactants are: [C:1]1([C:23]2[CH:28]=[CH:27][CH:26]=[CH:25][CH:24]=2)[CH:6]=[CH:5][CH:4]=[CH:3][C:2]=1[CH:7]([NH:16]S(C(C)(C)C)=O)[CH2:8][CH:9]([CH3:15])[C:10]([O:12][CH2:13][CH3:14])=[O:11].Cl.O1CCOCC1. (2) Given the product [CH:20]1([CH2:19][O:11][C:4]2[C:5]([O:9][CH3:10])=[CH:6][CH:7]=[CH:8][C:3]=2[O:2][CH3:1])[CH2:22][CH2:21]1, predict the reactants needed to synthesize it. The reactants are: [CH3:1][O:2][C:3]1[CH:8]=[CH:7][CH:6]=[C:5]([O:9][CH3:10])[C:4]=1[OH:11].C(=O)([O-])[O-].[K+].[K+].Br[CH2:19][CH:20]1[CH2:22][CH2:21]1.